From a dataset of Reaction yield outcomes from USPTO patents with 853,638 reactions. Predict the reaction yield, written as a fraction of the theoretical maximum amount of product (1.0 means a 100% yield; for example, 0.34 means a 34% yield). (1) The reactants are [CH3:1][C:2]1([CH3:26])[CH2:11][C:10]2[C:5](=[CH:6][CH:7]=[C:8]([C:12]([O:14]C)=[O:13])[CH:9]=2)[NH:4][CH:3]1[C:16]1[CH:21]=[CH:20][CH:19]=[C:18]([C:22](=[O:25])[NH:23][CH3:24])[CH:17]=1.[OH-].[Na+].Cl. The catalyst is CO.O. The product is [CH3:1][C:2]1([CH3:26])[CH2:11][C:10]2[C:5](=[CH:6][CH:7]=[C:8]([C:12]([OH:14])=[O:13])[CH:9]=2)[NH:4][CH:3]1[C:16]1[CH:21]=[CH:20][CH:19]=[C:18]([C:22](=[O:25])[NH:23][CH3:24])[CH:17]=1. The yield is 0.429. (2) The reactants are O.O.[Sn](Cl)Cl.[N+:6]([C:9]1[CH:10]=[C:11]([C:18]([F:21])([F:20])[F:19])[C:12]([CH2:15][C:16]#[N:17])=[N:13][CH:14]=1)([O-])=O. The catalyst is CC(=O)OCC. The product is [NH2:6][C:9]1[CH:10]=[C:11]([C:18]([F:21])([F:19])[F:20])[C:12]([CH2:15][C:16]#[N:17])=[N:13][CH:14]=1. The yield is 0.613. (3) The reactants are [O:1]=[C:2]1[C:6]2([CH2:11][CH2:10][NH:9][CH2:8][CH2:7]2)[N:5]([C:12]2[CH:17]=[CH:16][CH:15]=[CH:14][CH:13]=2)[CH2:4][N:3]1[CH2:18][C:19]1[CH:20]=[C:21]([CH:32]=[CH:33][CH:34]=1)[C:22]([O:24][CH2:25][C:26]1[CH:31]=[CH:30][CH:29]=[CH:28][CH:27]=1)=[O:23].Cl[CH2:36][CH2:37][CH2:38][N:39]1[C:47]2[C:42](=[CH:43][CH:44]=[CH:45][CH:46]=2)[CH:41]=[C:40]1[C:48]([O:50][C:51]([CH3:54])([CH3:53])[CH3:52])=[O:49].[I-].[Na+].C(=O)([O-])[O-].[K+].[K+]. The catalyst is CC(=O)CC. The product is [CH2:25]([O:24][C:22]([C:21]1[CH:20]=[C:19]([CH:34]=[CH:33][CH:32]=1)[CH2:18][N:3]1[C:2](=[O:1])[C:6]2([CH2:7][CH2:8][N:9]([CH2:36][CH2:37][CH2:38][N:39]3[C:47]4[C:42](=[CH:43][CH:44]=[CH:45][CH:46]=4)[CH:41]=[C:40]3[C:48]([O:50][C:51]([CH3:52])([CH3:54])[CH3:53])=[O:49])[CH2:10][CH2:11]2)[N:5]([C:12]2[CH:13]=[CH:14][CH:15]=[CH:16][CH:17]=2)[CH2:4]1)=[O:23])[C:26]1[CH:31]=[CH:30][CH:29]=[CH:28][CH:27]=1. The yield is 0.190. (4) The reactants are Cl[C:2]1[S:3][C:4]2[CH:10]=[CH:9][CH:8]=[CH:7][C:5]=2[N:6]=1.[Cl:11][C:12]1[CH:18]=[CH:17][C:15]([NH2:16])=[CH:14][CH:13]=1. The catalyst is C(O)(=O)C.O. The product is [S:3]1[C:4]2[CH:10]=[CH:9][CH:8]=[CH:7][C:5]=2[N:6]=[C:2]1[NH:16][C:15]1[CH:17]=[CH:18][C:12]([Cl:11])=[CH:13][CH:14]=1. The yield is 0.540.